From a dataset of Full USPTO retrosynthesis dataset with 1.9M reactions from patents (1976-2016). Predict the reactants needed to synthesize the given product. (1) Given the product [CH3:1][NH:2][CH2:3][CH2:4][O:5][C:6]1[C:15]2[C:10](=[CH:11][CH:12]=[CH:13][CH:14]=2)[CH:9]=[CH:8][CH:7]=1, predict the reactants needed to synthesize it. The reactants are: [CH3:1][NH:2][C:3](=O)[CH2:4][O:5][C:6]1[C:15]2[C:10](=[CH:11][CH:12]=[CH:13][CH:14]=2)[CH:9]=[CH:8][CH:7]=1.[BH4-].[Na+].II.CO. (2) The reactants are: [O:1]=[C:2]1[C:6]2([CH2:11][CH2:10][N:9]([C:12]3[S:13][C:14]([C:17]([OH:19])=O)=[CH:15][N:16]=3)[CH2:8][CH2:7]2)[N:5]([C:20]2[CH:25]=[CH:24][CH:23]=[CH:22][CH:21]=2)[CH2:4][NH:3]1.S(Cl)(Cl)=O.C(N(CC)CC)C.[NH2:37][C:38]1[CH:43]=[C:42]([C:44]2[S:45][CH:46]=[CH:47][CH:48]=2)[CH:41]=[CH:40][C:39]=1[NH:49]C(=O)OC(C)(C)C. Given the product [NH2:49][C:39]1[CH:40]=[CH:41][C:42]([C:44]2[S:45][CH:46]=[CH:47][CH:48]=2)=[CH:43][C:38]=1[NH:37][C:17]([C:14]1[S:13][C:12]([N:9]2[CH2:10][CH2:11][C:6]3([N:5]([C:20]4[CH:21]=[CH:22][CH:23]=[CH:24][CH:25]=4)[CH2:4][NH:3][C:2]3=[O:1])[CH2:7][CH2:8]2)=[N:16][CH:15]=1)=[O:19], predict the reactants needed to synthesize it.